From a dataset of Catalyst prediction with 721,799 reactions and 888 catalyst types from USPTO. Predict which catalyst facilitates the given reaction. Reactant: [CH3:1][C:2]1[CH:6]=[CH:5][O:4][C:3]=1[C:7]([NH:9][C:10]1[CH:11]=[C:12]([CH:26]=[CH:27][CH:28]=1)[O:13][C:14]1[CH:19]=[CH:18][N:17]=[C:16]2[CH:20]=[C:21]([C:23](O)=[O:24])[S:22][C:15]=12)=[O:8].C1C[N:32]([P+](ON2N=NC3C=CC=CC2=3)(N2CCCC2)N2CCCC2)[CH2:31][CH2:30]1.F[P-](F)(F)(F)(F)F.C(N(CC)C(C)C)(C)C.C(N)C.C1COCC1.Cl. Product: [CH2:31]([NH:32][C:23]([C:21]1[S:22][C:15]2[C:16](=[N:17][CH:18]=[CH:19][C:14]=2[O:13][C:12]2[CH:26]=[CH:27][CH:28]=[C:10]([NH:9][C:7]([C:3]3[O:4][CH:5]=[CH:6][C:2]=3[CH3:1])=[O:8])[CH:11]=2)[CH:20]=1)=[O:24])[CH3:30]. The catalyst class is: 18.